This data is from Reaction yield outcomes from USPTO patents with 853,638 reactions. The task is: Predict the reaction yield, written as a fraction of the theoretical maximum amount of product (1.0 means a 100% yield; for example, 0.34 means a 34% yield). (1) The catalyst is ClCCl. The yield is 0.610. The product is [O:22]1[CH2:27][CH2:26][CH2:25][CH2:24][CH:23]1[O:12][CH2:13][C:14]1[CH:15]=[C:16]([CH:19]=[CH:20][CH:21]=1)[C:17]#[N:18]. The reactants are C1(C)C=CC(S(O)(=O)=O)=CC=1.[OH:12][CH2:13][C:14]1[CH:15]=[C:16]([CH:19]=[CH:20][CH:21]=1)[C:17]#[N:18].[O:22]1[CH:27]=[CH:26][CH2:25][CH2:24][CH2:23]1.C(=O)(O)[O-].[Na+]. (2) The catalyst is C1COCC1. The yield is 0.510. The product is [CH3:4][C:2]1([CH3:3])[C:5]2[S:9][C:8]([NH2:10])=[N:7][C:6]=2[CH2:18][CH2:19][O:20]1. The reactants are O[C:2]([C:5]1[S:9][C:8]([NH:10]C(=O)OC(C)(C)C)=[N:7][C:6]=1[CH2:18][CH2:19][O:20]C1CCCCO1)([CH3:4])[CH3:3].Cl.[OH-].[Na+].